Predict the product of the given reaction. From a dataset of Forward reaction prediction with 1.9M reactions from USPTO patents (1976-2016). (1) Given the reactants C(O[C:6]([C:8]1[C:17]([NH2:18])=[CH:16][C:15]2[C:10](=[CH:11][C:12]([O:28][CH3:29])=[C:13]([O:19][CH2:20][CH2:21][N:22]3[CH2:27][CH2:26][O:25][CH2:24][CH2:23]3)[CH:14]=2)[CH:9]=1)=[O:7])(C)(C)C.[CH:30]([NH2:32])=O, predict the reaction product. The product is: [CH3:29][O:28][C:12]1[C:13]([O:19][CH2:20][CH2:21][N:22]2[CH2:27][CH2:26][O:25][CH2:24][CH2:23]2)=[CH:14][C:15]2[CH:16]=[C:17]3[C:8]([C:6](=[O:7])[NH:32][CH:30]=[N:18]3)=[CH:9][C:10]=2[CH:11]=1. (2) Given the reactants O[CH:2]([C:4]1([C:12]([O:14][CH3:15])=[O:13])[CH2:7][C:6]([O:10][CH3:11])([O:8][CH3:9])[CH2:5]1)[CH3:3].N1C=CC=CC=1.FC(F)(F)S(OS(C(F)(F)F)(=O)=O)(=O)=O.C1CCN2C(=NCCC2)CC1, predict the reaction product. The product is: [CH3:11][O:10][C:6]1([O:8][CH3:9])[CH2:5][C:4]([CH:2]=[CH2:3])([C:12]([O:14][CH3:15])=[O:13])[CH2:7]1.